This data is from PAMPA (Parallel Artificial Membrane Permeability Assay) permeability data from NCATS. The task is: Regression/Classification. Given a drug SMILES string, predict its absorption, distribution, metabolism, or excretion properties. Task type varies by dataset: regression for continuous measurements (e.g., permeability, clearance, half-life) or binary classification for categorical outcomes (e.g., BBB penetration, CYP inhibition). Dataset: pampa_ncats. (1) The compound is CC(=O)NC1=NC=C(S1)S(=O)(=O)NC2=C(C=CN=C2)C(=O)NC3=NC(=CS3)C4=CC=CC=C4. The result is 1 (high permeability). (2) The molecule is C1=CC=C(C=C1)C2=CC=C(C=C2)NC(=O)[C@H](CC3=CC=C(C=C3)O[S+](=O)(C4=CC=CC5=C4C=CN=C5)[O-])N[S+](=O)(C6=CC=CC7=C6C=CN=C7)[O-]. The result is 1 (high permeability).